Predict the reaction yield, written as a fraction of the theoretical maximum amount of product (1.0 means a 100% yield; for example, 0.34 means a 34% yield). From a dataset of Reaction yield outcomes from USPTO patents with 853,638 reactions. (1) The reactants are [C:1]([SiH2:5][O:6][C:7]([CH3:16])([CH3:15])[C:8]1([CH2:13][OH:14])[CH2:12][CH2:11][CH2:10][CH2:9]1)([CH3:4])([CH3:3])[CH3:2].CC(OI1(OC(C)=O)(OC(C)=O)OC(=O)C2C=CC=CC1=2)=O. The catalyst is C(Cl)Cl. The product is [C:1]([SiH2:5][O:6][C:7]([CH3:16])([CH3:15])[C:8]1([CH:13]=[O:14])[CH2:9][CH2:10][CH2:11][CH2:12]1)([CH3:4])([CH3:3])[CH3:2]. The yield is 0.640. (2) The reactants are [Br:1][C:2]1[CH:9]=[CH:8][C:5]([CH2:6]Br)=[CH:4][CH:3]=1.Cl.[F:11][CH2:12][CH2:13][CH2:14][NH2:15].C(N(C(C)C)CC)(C)C.C(=O)(O)[O-].[Na+].[O:30](C(OC(C)(C)C)=O)[C:31]([O:33][C:34]([CH3:37])([CH3:36])[CH3:35])=O. The catalyst is CN(C=O)C.CCOC(C)=O.O. The product is [C:34]([O:33][C:31](=[O:30])[N:15]([CH2:6][C:5]1[CH:8]=[CH:9][C:2]([Br:1])=[CH:3][CH:4]=1)[CH2:14][CH2:13][CH2:12][F:11])([CH3:37])([CH3:36])[CH3:35]. The yield is 0.578. (3) The reactants are [F:1][C:2]1[CH:3]=[C:4]([CH:18]=[CH:19][CH:20]=1)[CH2:5][O:6][C:7]1[CH:12]=[CH:11][C:10]([CH2:13][CH2:14][NH2:15])=[CH:9][C:8]=1[O:16][CH3:17].C([O-])([O-])=O.[K+].[K+].[I-].[K+].[CH3:29][O:30][C:31](=[O:34])[CH2:32]Br.[ClH:35]. The catalyst is CN(C)C=O.C(OCC)(=O)C. The product is [ClH:35].[CH3:29][O:30][C:31](=[O:34])[CH2:32][NH:15][CH2:14][CH2:13][C:10]1[CH:11]=[CH:12][C:7]([O:6][CH2:5][C:4]2[CH:18]=[CH:19][CH:20]=[C:2]([F:1])[CH:3]=2)=[C:8]([O:16][CH3:17])[CH:9]=1. The yield is 0.390. (4) The reactants are [F:1][C:2]1[CH:7]=[CH:6][C:5]([CH2:8][C:9]([N:11]2[CH2:15][CH:14]([O:16][C:17]([N:19]3[CH2:24][CH2:23][O:22][CH2:21][CH2:20]3)=[O:18])[CH2:13][NH:12]2)=[O:10])=[CH:4][CH:3]=1.[O:25]([C:32]1[N:37]=[C:36]([C:38](Cl)=[O:39])[CH:35]=[CH:34][N:33]=1)[C:26]1[CH:31]=[CH:30][CH:29]=[CH:28][CH:27]=1.[OH-].[Na+]. The catalyst is ClCCl. The product is [F:1][C:2]1[CH:7]=[CH:6][C:5]([CH2:8][C:9]([N:11]2[CH2:15][CH:14]([O:16][C:17]([N:19]3[CH2:24][CH2:23][O:22][CH2:21][CH2:20]3)=[O:18])[CH2:13][N:12]2[C:38]([C:36]2[CH:35]=[CH:34][N:33]=[C:32]([O:25][C:26]3[CH:27]=[CH:28][CH:29]=[CH:30][CH:31]=3)[N:37]=2)=[O:39])=[O:10])=[CH:4][CH:3]=1. The yield is 0.610. (5) The reactants are [CH:1]1([CH2:6][CH:7]([C:11]2[CH:16]=[CH:15][C:14]([Cl:17])=[C:13]([Cl:18])[CH:12]=2)[C:8]([OH:10])=O)[CH2:5][CH2:4][CH2:3][CH2:2]1.F[P-](F)(F)(F)(F)F.N1(O[P+](N(C)C)(N(C)C)N(C)C)C2C=CC=CC=2N=N1.[NH2:46][C:47]1[S:48][CH:49]=[CH:50][N:51]=1.C(N(CC)CC)C. The catalyst is C(Cl)Cl.O. The product is [CH:1]1([CH2:6][CH:7]([C:11]2[CH:16]=[CH:15][C:14]([Cl:17])=[C:13]([Cl:18])[CH:12]=2)[C:8]([NH:46][C:47]2[S:48][CH:49]=[CH:50][N:51]=2)=[O:10])[CH2:2][CH2:3][CH2:4][CH2:5]1. The yield is 0.960. (6) The product is [OH:27][C:28]1[N:1]([C:3]2[CH:18]=[CH:17][C:6]([C:7](=[O:8])[NH:9][CH2:10][CH:11]3[CH2:16][CH2:15][O:14][CH2:13][CH2:12]3)=[CH:5][N:4]=2)[N:2]=[CH:35][C:29]=1[C:30]([O:32][CH2:33][CH3:34])=[O:31]. The reactants are [NH:1]([C:3]1[CH:18]=[CH:17][C:6]([C:7]([NH:9][CH2:10][CH:11]2[CH2:16][CH2:15][O:14][CH2:13][CH2:12]2)=[O:8])=[CH:5][N:4]=1)[NH2:2].C(=O)([O-])[O-].[K+].[K+].C([O:27][CH:28]=[C:29]([C:35](OCC)=O)[C:30]([O:32][CH2:33][CH3:34])=[O:31])C.Cl. The yield is 0.745. The catalyst is O. (7) The reactants are [F:1][C:2]([F:22])([F:21])[C:3]1[CH:4]=[C:5]([CH:18]=[CH:19][CH:20]=1)[O:6][C:7]1[CH:12]=[CH:11][C:10]([CH2:13][CH2:14][C:15](=[NH:17])[NH2:16])=[CH:9][CH:8]=1.[OH:23][CH:24]=[C:25]([CH2:30][C:31]1[CH:32]=[N:33][C:34]([O:37][CH3:38])=[N:35][CH:36]=1)[C:26](OC)=O.C([O-])(=O)C.[K+]. The catalyst is C1(C)C=CC=CC=1. The product is [CH3:38][O:37][C:34]1[N:33]=[CH:32][C:31]([CH2:30][C:25]2[C:24](=[O:23])[N:17]=[C:15]([CH2:14][CH2:13][C:10]3[CH:9]=[CH:8][C:7]([O:6][C:5]4[CH:18]=[CH:19][CH:20]=[C:3]([C:2]([F:21])([F:22])[F:1])[CH:4]=4)=[CH:12][CH:11]=3)[NH:16][CH:26]=2)=[CH:36][N:35]=1. The yield is 0.611. (8) The reactants are [CH3:1][C:2]1[CH:7]=[C:6]([N+:8]([O-])=O)[C:5]([O:11][CH3:12])=[CH:4][C:3]=1[N:13]1[CH2:18][CH2:17][N:16]([CH2:19][CH2:20][S:21]([CH3:24])(=[O:23])=[O:22])[CH2:15][CH2:14]1. The catalyst is CCOC(C)=O.CO. The product is [CH3:1][C:2]1[C:3]([N:13]2[CH2:14][CH2:15][N:16]([CH2:19][CH2:20][S:21]([CH3:24])(=[O:22])=[O:23])[CH2:17][CH2:18]2)=[CH:4][C:5]([O:11][CH3:12])=[C:6]([CH:7]=1)[NH2:8]. The yield is 0.820. (9) The reactants are [C:1]([C:4]([C@@:6]([C:21](=[O:23])[CH3:22])([C@:8]([C:18](=[O:20])[CH3:19])([C@:10]([C:15](=[O:17])[CH3:16])([C@@H:12]([CH3:14])[OH:13])[OH:11])[OH:9])[OH:7])=[O:5])(=[O:3])[CH3:2].[CH3:24][O:25][C:26]1[CH:31]=[CH:30][C:29](O)=[CH:28][CH:27]=1.B(F)(F)F.CCOCC. The catalyst is ClCCl. The product is [CH3:24][O:25][C:26]1[CH:31]=[CH:30][C:29]([C@:15]2([CH3:16])[O:17][C@:4]([C:1](=[O:3])[CH3:2])([OH:5])[C@:6]([C:21](=[O:23])[CH3:22])([OH:7])[C@@:8]([C:18](=[O:20])[CH3:19])([OH:9])[C@@:10]2([C:12](=[O:13])[CH3:14])[OH:11])=[CH:28][CH:27]=1. The yield is 0.710. (10) The reactants are [Cl:1][C:2]1[CH:7]=[CH:6][C:5]([O:8][CH3:9])=[CH:4][C:3]=1[C:10]1[CH:20]=[C:19]([CH3:21])[C:13]2[N:14]=[C:15]([NH2:18])[N:16]=[N:17][C:12]=2[CH:11]=1.Br[C:23]1[CH:28]=[CH:27][C:26]([S:29]([CH2:32][CH2:33][CH2:34][N:35]2[CH2:39][CH2:38][CH2:37][CH2:36]2)(=[O:31])=[O:30])=[CH:25][CH:24]=1.C(=O)([O-])[O-].[Cs+].[Cs+].C1(P(C2C=CC=CC=2)C2C3OC4C(=CC=CC=4P(C4C=CC=CC=4)C4C=CC=CC=4)C(C)(C)C=3C=CC=2)C=CC=CC=1. The catalyst is C(Cl)Cl.[Pd].[Pd].C(=CC(C=CC1C=CC=CC=1)=O)C1C=CC=CC=1.C(=CC(C=CC1C=CC=CC=1)=O)C1C=CC=CC=1.C(=CC(C=CC1C=CC=CC=1)=O)C1C=CC=CC=1. The product is [Cl:1][C:2]1[CH:7]=[CH:6][C:5]([O:8][CH3:9])=[CH:4][C:3]=1[C:10]1[CH:20]=[C:19]([CH3:21])[C:13]2[N:14]=[C:15]([NH:18][C:23]3[CH:28]=[CH:27][C:26]([S:29]([CH2:32][CH2:33][CH2:34][N:35]4[CH2:36][CH2:37][CH2:38][CH2:39]4)(=[O:31])=[O:30])=[CH:25][CH:24]=3)[N:16]=[N:17][C:12]=2[CH:11]=1. The yield is 0.910.